Dataset: Reaction yield outcomes from USPTO patents with 853,638 reactions. Task: Predict the reaction yield, written as a fraction of the theoretical maximum amount of product (1.0 means a 100% yield; for example, 0.34 means a 34% yield). (1) The catalyst is CC(C)=O.CN(C=O)C. The product is [NH2:1][C:2]1[N:6]([CH3:7])[C:5](=[O:8])[C:4]([C:15]2[CH:20]=[CH:19][CH:18]=[C:17]([O:21][CH2:23][CH2:24][CH3:25])[CH:16]=2)([C:9]2[CH:14]=[CH:13][N:12]=[CH:11][CH:10]=2)[N:3]=1. The yield is 0.970. The reactants are [NH2:1][C:2]1[N:6]([CH3:7])[C:5](=[O:8])[C:4]([C:15]2[CH:20]=[CH:19][CH:18]=[C:17]([OH:21])[CH:16]=2)([C:9]2[CH:14]=[CH:13][N:12]=[CH:11][CH:10]=2)[N:3]=1.I[CH2:23][CH2:24][CH3:25].C([O-])([O-])=O.[Cs+].[Cs+]. (2) The yield is 0.720. The reactants are [C:1]([O:5][C:6](=[O:19])[CH2:7][C@@H:8]([CH2:17][NH2:18])[CH2:9][C@H:10]([CH3:16])[CH2:11][CH2:12][CH2:13][CH2:14][CH3:15])([CH3:4])([CH3:3])[CH3:2].C(OC(=O)C[C@@H](CN=[N+]=[N-])C[C@@H](C)CCCCC)(C)(C)C. The product is [C:1]([O:5][C:6](=[O:19])[CH2:7][C@@H:8]([CH2:17][NH2:18])[CH2:9][C@@H:10]([CH3:16])[CH2:11][CH2:12][CH2:13][CH2:14][CH3:15])([CH3:2])([CH3:4])[CH3:3]. No catalyst specified. (3) The reactants are [CH3:1][O:2][C:3]1[CH:4]=[C:5]2[C:10](=[CH:11][C:12]=1[O:13][CH3:14])[N:9]=[CH:8][CH:7]=[C:6]2[O:15][C:16]1[CH:22]=[CH:21][C:19]([NH2:20])=[CH:18][CH:17]=1.C(O)C.[CH3:26][C:27]1[CH:32]=[CH:31][CH:30]=[CH:29][C:28]=1[C:33]([N:35]=[C:36]=[S:37])=[O:34]. The catalyst is C1(C)C=CC=CC=1. The product is [CH3:1][O:2][C:3]1[CH:4]=[C:5]2[C:10](=[CH:11][C:12]=1[O:13][CH3:14])[N:9]=[CH:8][CH:7]=[C:6]2[O:15][C:16]1[CH:22]=[CH:21][C:19]([NH:20][C:36]([NH:35][C:33](=[O:34])[C:28]2[CH:29]=[CH:30][CH:31]=[CH:32][C:27]=2[CH3:26])=[S:37])=[CH:18][CH:17]=1. The yield is 0.970. (4) The reactants are [Br:1][C:2]1[CH:3]=[C:4]2[C:15](=[CH:16][CH:17]=1)[O:14][C:7]1[C:8]([F:13])=[N:9][C:10]([Cl:12])=[CH:11][C:6]=1[C:5]2([CH2:19][CH2:20][OH:21])O.[N:22]([Si](C)(C)C)=[N+:23]=[N-:24].B(F)(F)F.CCOCC. The catalyst is C1COCC1. The product is [N:22]([C:5]1([CH2:19][CH2:20][OH:21])[C:6]2[CH:11]=[C:10]([Cl:12])[N:9]=[C:8]([F:13])[C:7]=2[O:14][C:15]2[C:4]1=[CH:3][C:2]([Br:1])=[CH:17][CH:16]=2)=[N+:23]=[N-:24]. The yield is 0.800. (5) The reactants are FC(F)(F)S(O[C:7]1[CH:16]=[CH:15][C:14]2[C:9](=[C:10]([C:17]3[CH:22]=[CH:21][N:20]=[CH:19][CH:18]=3)[CH:11]=[CH:12][N:13]=2)[N:8]=1)(=O)=O.C([Si](C)(C)[O:30][CH2:31][C:32]1[O:36][C:35](B(O)O)=[CH:34][CH:33]=1)(C)(C)C. The catalyst is C(=O)(O)[O-].[Na+].O1CCOCC1. The product is [N:20]1[CH:21]=[CH:22][C:17]([C:10]2[CH:11]=[CH:12][N:13]=[C:14]3[C:9]=2[N:8]=[C:7]([C:35]2[O:36][C:32]([CH2:31][OH:30])=[CH:33][CH:34]=2)[CH:16]=[CH:15]3)=[CH:18][CH:19]=1. The yield is 0.210. (6) The reactants are [F:1][C:2]1[CH:17]=[CH:16][C:5]([O:6][C:7]2[CH:8]=[C:9]([N+:13]([O-])=O)[CH:10]=[CH:11][CH:12]=2)=[CH:4][CH:3]=1. The catalyst is C(O)C.[Pd]. The product is [F:1][C:2]1[CH:17]=[CH:16][C:5]([O:6][C:7]2[CH:8]=[C:9]([CH:10]=[CH:11][CH:12]=2)[NH2:13])=[CH:4][CH:3]=1. The yield is 0.900. (7) The reactants are [CH2:1]([C:3]1[C:11]2[C:6](=[N:7][C:8]([CH3:24])=[C:9]([CH2:19][C:20]([O:22]C)=[O:21])[C:10]=2[C:12]2[CH:17]=[CH:16][C:15]([CH3:18])=[CH:14][CH:13]=2)[S:5][C:4]=1[CH3:25])[CH3:2].[O-2].[Li+].[Li+].Cl. The catalyst is O1CCOCC1.O. The product is [CH2:1]([C:3]1[C:11]2[C:6](=[N:7][C:8]([CH3:24])=[C:9]([CH2:19][C:20]([OH:22])=[O:21])[C:10]=2[C:12]2[CH:17]=[CH:16][C:15]([CH3:18])=[CH:14][CH:13]=2)[S:5][C:4]=1[CH3:25])[CH3:2]. The yield is 0.650. (8) The reactants are [CH3:1][O:2][C:3]1[CH:10]=[CH:9][C:6]([CH2:7]Cl)=[CH:5][CH:4]=1.[Br:11][C:12]1[CH:17]=[C:16]([Br:18])[CH:15]=[CH:14][C:13]=1[OH:19].C(=O)([O-])[O-].[K+].[K+].C(=O)([O-])[O-].[Cs+].[Cs+]. The catalyst is CN(C=O)C.O. The product is [Br:11][C:12]1[CH:17]=[C:16]([Br:18])[CH:15]=[CH:14][C:13]=1[O:19][CH2:7][C:6]1[CH:9]=[CH:10][C:3]([O:2][CH3:1])=[CH:4][CH:5]=1. The yield is 0.980. (9) The reactants are [CH3:1][N:2]1[C:6]([C:7]2[CH:19]=[N:18][C:17]3[C:16]4[C:15]([C:20]([O:22][CH3:23])=[O:21])=[CH:14][CH:13]=[CH:12][C:11]=4[NH:10][C:9]=3[CH:8]=2)=[C:5]([CH3:24])[N:4]=[N:3]1.[C:25]1([C@@H:31]([CH:33]2[CH2:38][CH2:37][O:36][CH2:35][CH2:34]2)O)[CH:30]=[CH:29][CH:28]=[CH:27][CH:26]=1.C1(P(C2C=CC=CC=2)C2C=CC=CC=2)C=CC=CC=1.CC(OC(/N=N/C(OC(C)C)=O)=O)C. The catalyst is ClCCl. The product is [CH3:1][N:2]1[C:6]([C:7]2[CH:19]=[N:18][C:17]3[C:16]4[C:15]([C:20]([O:22][CH3:23])=[O:21])=[CH:14][CH:13]=[CH:12][C:11]=4[N:10]([C@H:31]([C:25]4[CH:30]=[CH:29][CH:28]=[CH:27][CH:26]=4)[CH:33]4[CH2:34][CH2:35][O:36][CH2:37][CH2:38]4)[C:9]=3[CH:8]=2)=[C:5]([CH3:24])[N:4]=[N:3]1. The yield is 0.350.